From a dataset of NCI-60 drug combinations with 297,098 pairs across 59 cell lines. Regression. Given two drug SMILES strings and cell line genomic features, predict the synergy score measuring deviation from expected non-interaction effect. (1) Drug 1: C1C(C(OC1N2C=C(C(=O)NC2=O)F)CO)O. Drug 2: CC1CCC2CC(C(=CC=CC=CC(CC(C(=O)C(C(C(=CC(C(=O)CC(OC(=O)C3CCCCN3C(=O)C(=O)C1(O2)O)C(C)CC4CCC(C(C4)OC)O)C)C)O)OC)C)C)C)OC. Cell line: SN12C. Synergy scores: CSS=20.9, Synergy_ZIP=-9.16, Synergy_Bliss=-3.77, Synergy_Loewe=-10.8, Synergy_HSA=-3.53. (2) Drug 1: C1=NNC2=C1C(=O)NC=N2. Drug 2: CC(C)CN1C=NC2=C1C3=CC=CC=C3N=C2N. Cell line: EKVX. Synergy scores: CSS=-1.60, Synergy_ZIP=0.698, Synergy_Bliss=0.387, Synergy_Loewe=-0.804, Synergy_HSA=-0.843. (3) Drug 1: CN1C2=C(C=C(C=C2)N(CCCl)CCCl)N=C1CCCC(=O)O.Cl. Drug 2: CCCCCOC(=O)NC1=NC(=O)N(C=C1F)C2C(C(C(O2)C)O)O. Cell line: 786-0. Synergy scores: CSS=1.09, Synergy_ZIP=-0.636, Synergy_Bliss=0.412, Synergy_Loewe=-1.49, Synergy_HSA=-2.22. (4) Drug 1: CC(C)(C#N)C1=CC(=CC(=C1)CN2C=NC=N2)C(C)(C)C#N. Drug 2: C1=NC2=C(N1)C(=S)N=CN2. Cell line: HOP-92. Synergy scores: CSS=50.3, Synergy_ZIP=0.919, Synergy_Bliss=-0.701, Synergy_Loewe=7.75, Synergy_HSA=5.98. (5) Drug 1: CS(=O)(=O)C1=CC(=C(C=C1)C(=O)NC2=CC(=C(C=C2)Cl)C3=CC=CC=N3)Cl. Drug 2: C1CC(C1)(C(=O)O)C(=O)O.[NH2-].[NH2-].[Pt+2]. Cell line: SF-539. Synergy scores: CSS=32.9, Synergy_ZIP=-7.86, Synergy_Bliss=-3.74, Synergy_Loewe=-8.49, Synergy_HSA=-2.40.